Dataset: NCI-60 drug combinations with 297,098 pairs across 59 cell lines. Task: Regression. Given two drug SMILES strings and cell line genomic features, predict the synergy score measuring deviation from expected non-interaction effect. (1) Drug 1: CCN(CC)CCNC(=O)C1=C(NC(=C1C)C=C2C3=C(C=CC(=C3)F)NC2=O)C. Drug 2: C1C(C(OC1N2C=NC3=C2NC=NCC3O)CO)O. Cell line: M14. Synergy scores: CSS=15.7, Synergy_ZIP=-4.90, Synergy_Bliss=-3.42, Synergy_Loewe=-15.0, Synergy_HSA=-3.26. (2) Drug 1: CC(C)NC(=O)C1=CC=C(C=C1)CNNC.Cl. Drug 2: C(CCl)NC(=O)N(CCCl)N=O. Cell line: SNB-19. Synergy scores: CSS=0.521, Synergy_ZIP=-2.60, Synergy_Bliss=-5.99, Synergy_Loewe=-3.26, Synergy_HSA=-4.67. (3) Drug 1: C1=CC=C(C=C1)NC(=O)CCCCCCC(=O)NO. Drug 2: C1CN(CCN1C(=O)CCBr)C(=O)CCBr. Cell line: NCIH23. Synergy scores: CSS=38.6, Synergy_ZIP=-7.96, Synergy_Bliss=-1.22, Synergy_Loewe=-0.909, Synergy_HSA=-0.819. (4) Drug 1: CC(C1=C(C=CC(=C1Cl)F)Cl)OC2=C(N=CC(=C2)C3=CN(N=C3)C4CCNCC4)N. Drug 2: CC=C1C(=O)NC(C(=O)OC2CC(=O)NC(C(=O)NC(CSSCCC=C2)C(=O)N1)C(C)C)C(C)C. Cell line: SR. Synergy scores: CSS=80.8, Synergy_ZIP=-1.43, Synergy_Bliss=-1.86, Synergy_Loewe=-5.14, Synergy_HSA=-1.30. (5) Drug 1: CNC(=O)C1=NC=CC(=C1)OC2=CC=C(C=C2)NC(=O)NC3=CC(=C(C=C3)Cl)C(F)(F)F. Drug 2: C(CN)CNCCSP(=O)(O)O. Cell line: MDA-MB-435. Synergy scores: CSS=13.8, Synergy_ZIP=-2.39, Synergy_Bliss=-2.00, Synergy_Loewe=6.87, Synergy_HSA=1.50. (6) Drug 1: C1CN1C2=NC(=NC(=N2)N3CC3)N4CC4. Drug 2: C1=C(C(=O)NC(=O)N1)N(CCCl)CCCl. Cell line: HT29. Synergy scores: CSS=15.7, Synergy_ZIP=-9.74, Synergy_Bliss=-2.14, Synergy_Loewe=-10.2, Synergy_HSA=-2.06.